From a dataset of Forward reaction prediction with 1.9M reactions from USPTO patents (1976-2016). Predict the product of the given reaction. (1) The product is: [Cl:31][C:7]1[CH:8]=[CH:9][C:4]([O:3][P:1]([NH:32][C@@H:33]([CH3:41])[C:34]([O:36][C@@H:37]([CH2:39][CH3:40])[CH3:38])=[O:35])([O:19][C:18]2[C:13]([F:12])=[C:14]([F:23])[C:15]([F:22])=[C:16]([F:21])[C:17]=2[F:20])=[O:2])=[CH:5][CH:6]=1. Given the reactants [P:1](Cl)(Cl)([O:3][C:4]1[CH:9]=[CH:8][CH:7]=[CH:6][CH:5]=1)=[O:2].[F:12][C:13]1[C:18]([OH:19])=[C:17]([F:20])[C:16]([F:21])=[C:15]([F:22])[C:14]=1[F:23].CCN(CC)CC.[ClH:31].[NH2:32][C@H:33]([CH3:41])[C:34]([O:36][C@H:37]([CH2:39][CH3:40])[CH3:38])=[O:35], predict the reaction product. (2) Given the reactants Br[C:2]1[CH:28]=[CH:27][C:5]([C:6]([NH:8][C:9]2[CH:14]=[CH:13][C:12]([O:15][CH3:16])=[C:11]([NH:17][C:18](=[O:26])[CH2:19][N:20]3[CH2:25][CH2:24][O:23][CH2:22][CH2:21]3)[CH:10]=2)=[O:7])=[CH:4][CH:3]=1.[CH3:29][O:30][C:31]([C:33]1[CH:34]=[C:35](B(O)O)[CH:36]=[CH:37][CH:38]=1)=[O:32].C(=O)([O-])[O-].[Na+].[Na+], predict the reaction product. The product is: [CH3:16][O:15][C:12]1[CH:13]=[CH:14][C:9]([NH:8][C:6]([C:5]2[CH:27]=[CH:28][C:2]([C:37]3[CH:36]=[CH:35][CH:34]=[C:33]([C:31]([O:30][CH3:29])=[O:32])[CH:38]=3)=[CH:3][CH:4]=2)=[O:7])=[CH:10][C:11]=1[NH:17][C:18](=[O:26])[CH2:19][N:20]1[CH2:25][CH2:24][O:23][CH2:22][CH2:21]1. (3) Given the reactants [F:1][C:2]1[CH:7]=[CH:6][C:5]([CH2:8][N:9]2[CH2:14][CH2:13][N:12]([S:15]([C:18]3[CH:27]=[CH:26][C:25]([OH:28])=[C:24]4[C:19]=3[CH:20]=[CH:21][CH:22]=[N:23]4)(=[O:17])=[O:16])[CH2:11][CH2:10]2)=[CH:4][CH:3]=1.CCN(C(C)C)C(C)C.[Cl:38]N1C(=O)CCC1=O, predict the reaction product. The product is: [Cl:38][C:26]1[C:25]([OH:28])=[C:24]2[C:19]([CH:20]=[CH:21][CH:22]=[N:23]2)=[C:18]([S:15]([N:12]2[CH2:11][CH2:10][N:9]([CH2:8][C:5]3[CH:6]=[CH:7][C:2]([F:1])=[CH:3][CH:4]=3)[CH2:14][CH2:13]2)(=[O:17])=[O:16])[CH:27]=1. (4) Given the reactants [Cl:1][C:2]1[CH:7]=[CH:6][C:5]([C@H:8]2[C@@H:13]([C:14]3[CH:19]=[CH:18][C:17]([Cl:20])=[CH:16][CH:15]=3)[N:12]([C@H:21]([CH2:27][CH2:28][CH3:29])[C:22]([O:24][CH2:25][CH3:26])=[O:23])[C:11](=[O:30])[C@H:10]([CH2:31][C:32]3[CH:37]=[CH:36][C:35](I)=[CH:34][CH:33]=3)[O:9]2)=[CH:4][CH:3]=1.[CH3:39][N:40](C=O)C, predict the reaction product. The product is: [C:39]([C:35]1[CH:36]=[CH:37][C:32]([CH2:31][C@H:10]2[C:11](=[O:30])[N:12]([C@H:21]([CH2:27][CH2:28][CH3:29])[C:22]([O:24][CH2:25][CH3:26])=[O:23])[C@H:13]([C:14]3[CH:19]=[CH:18][C:17]([Cl:20])=[CH:16][CH:15]=3)[C@H:8]([C:5]3[CH:6]=[CH:7][C:2]([Cl:1])=[CH:3][CH:4]=3)[O:9]2)=[CH:33][CH:34]=1)#[N:40]. (5) Given the reactants [F:1][C:2]([F:19])([F:18])[C:3]1[N:8]=[CH:7][C:6]([CH:9]=[CH:10][C:11]([O:13][C:14]([CH3:17])([CH3:16])[CH3:15])=[O:12])=[CH:5][CH:4]=1, predict the reaction product. The product is: [F:18][C:2]([F:1])([F:19])[C:3]1[N:8]=[CH:7][C:6]([CH2:9][CH2:10][C:11]([O:13][C:14]([CH3:15])([CH3:17])[CH3:16])=[O:12])=[CH:5][CH:4]=1. (6) Given the reactants [Br:1][C:2]1[CH:3]=[C:4]([CH2:8][C@H:9]([NH:13]C(OC(C)(C)C)=O)[C:10]([OH:12])=[O:11])[CH:5]=[CH:6][CH:7]=1, predict the reaction product. The product is: [Br:1][C:2]1[CH:3]=[C:4]([CH:5]=[CH:6][CH:7]=1)[CH2:8][C@@H:9]([C:10]([OH:12])=[O:11])[NH2:13].